From a dataset of Forward reaction prediction with 1.9M reactions from USPTO patents (1976-2016). Predict the product of the given reaction. (1) The product is: [CH3:1][O:2][C:3]([C:4]1[CH:9]=[CH:8][C:7]([C:25]2[CH:30]=[CH:29][CH:28]=[CH:27][CH:26]=2)=[C:6]([C:18]([F:21])([F:20])[F:19])[CH:5]=1)=[O:22]. Given the reactants [CH3:1][O:2][C:3](=[O:22])[C:4]1[CH:9]=[CH:8][C:7](OS(C(F)(F)F)(=O)=O)=[C:6]([C:18]([F:21])([F:20])[F:19])[CH:5]=1.B([O-])([O-])O[C:25]1[CH:30]=[CH:29][CH:28]=[CH:27][CH:26]=1.C(=O)([O-])[O-].[Cs+].[Cs+].O, predict the reaction product. (2) Given the reactants C(OC(=O)[NH:7][O:8][CH2:9][CH2:10][CH2:11][CH2:12][NH:13][C:14](=[O:29])[CH2:15][O:16][C:17]1[CH:26]=[C:25]2[C:20]([C:21]([CH3:28])=[CH:22][C:23](=[O:27])[O:24]2)=[CH:19][CH:18]=1)(C)(C)C.FC(F)(F)C(O)=O, predict the reaction product. The product is: [NH2:7][O:8][CH2:9][CH2:10][CH2:11][CH2:12][NH:13][C:14](=[O:29])[CH2:15][O:16][C:17]1[CH:18]=[CH:19][C:20]2[C:21]([CH3:28])=[CH:22][C:23](=[O:27])[O:24][C:25]=2[CH:26]=1. (3) Given the reactants [H-].[H-].[H-].[H-].[Li+].[Al+3].C([O:9][C:10]([C:12]1[S:13][CH:14]=[C:15]([C:17]2[CH:22]=[CH:21][C:20]([C:23]([F:26])([F:25])[F:24])=[CH:19][CH:18]=2)[N:16]=1)=O)C, predict the reaction product. The product is: [F:26][C:23]([F:24])([F:25])[C:20]1[CH:19]=[CH:18][C:17]([C:15]2[N:16]=[C:12]([CH2:10][OH:9])[S:13][CH:14]=2)=[CH:22][CH:21]=1. (4) Given the reactants [NH:1]1[CH2:8][CH2:7][CH2:6][C@H:2]1[C:3]([OH:5])=[O:4].[Cl:9][C:10]1[S:14][C:13]([S:15](Cl)(=[O:17])=[O:16])=[CH:12][CH:11]=1, predict the reaction product. The product is: [Cl:9][C:10]1[S:14][C:13]([S:15]([N:1]2[CH2:8][CH2:7][CH2:6][C@H:2]2[C:3]([OH:5])=[O:4])(=[O:17])=[O:16])=[CH:12][CH:11]=1.